This data is from Reaction yield outcomes from USPTO patents with 853,638 reactions. The task is: Predict the reaction yield, written as a fraction of the theoretical maximum amount of product (1.0 means a 100% yield; for example, 0.34 means a 34% yield). (1) The reactants are Br[C:2]1[CH:3]=[C:4]([CH:8]2[O:12][CH2:11][CH2:10][O:9]2)[CH:5]=[CH:6][CH:7]=1.[CH2:13]([N:20]1[CH2:25][CH2:24][CH:23]([NH2:26])[CH2:22][CH2:21]1)[C:14]1[CH:19]=[CH:18][CH:17]=[CH:16][CH:15]=1.C1C=CC(P(C2C(C3C(P(C4C=CC=CC=4)C4C=CC=CC=4)=CC=C4C=3C=CC=C4)=C3C(C=CC=C3)=CC=2)C2C=CC=CC=2)=CC=1.CC(C)([O-])C.[Na+]. The catalyst is C1(C)C=CC=CC=1.C(OCC)(=O)C.C([O-])(=O)C.[Pd+2].C([O-])(=O)C. The product is [CH2:13]([N:20]1[CH2:25][CH2:24][CH:23]([NH:26][C:2]2[CH:7]=[CH:6][CH:5]=[C:4]([CH:8]3[O:12][CH2:11][CH2:10][O:9]3)[CH:3]=2)[CH2:22][CH2:21]1)[C:14]1[CH:15]=[CH:16][CH:17]=[CH:18][CH:19]=1. The yield is 0.910. (2) The reactants are [Br:1][C:2]1[CH:7]=[CH:6][C:5]([CH:8]2[CH2:11][CH2:10][NH:9]2)=[CH:4][CH:3]=1.C(N(CC)CC)C.[CH3:19][S:20](Cl)(=[O:22])=[O:21].C(OCC)(=O)C. The catalyst is ClCCl. The product is [Br:1][C:2]1[CH:3]=[CH:4][C:5]([CH:8]2[CH2:11][CH2:10][N:9]2[S:20]([CH3:19])(=[O:22])=[O:21])=[CH:6][CH:7]=1. The yield is 0.850. (3) The reactants are Cl.[OH:2][CH2:3][C:4]1[CH:9]=[CH:8][C:7]([C:10](=[NH:14])OCC)=[CH:6][CH:5]=1.C(O)(=O)C.[CH:19]([NH2:21])=[NH:20].NN.[N:24]([O-])=O.[Na+]. The catalyst is O.C(O)(=O)C. The product is [N:20]1[CH:19]=[N:21][N:14]=[C:10]([C:7]2[CH:6]=[CH:5][C:4]([CH2:3][OH:2])=[CH:9][CH:8]=2)[N:24]=1. The yield is 0.210. (4) The reactants are [CH2:1]([C:5]1[N:10]=[C:9]([CH3:11])[N:8]([CH2:12][C:13]2[CH:17]=[C:16]([CH3:18])[N:15]([CH3:19])[N:14]=2)[C:7](=[O:20])[C:6]=1[CH2:21][C:22]1[CH:27]=[CH:26][C:25]([C:28]2[CH:33]=[CH:32][CH:31]=[CH:30][C:29]=2[C:34]2[NH:38][C:37](=[O:39])[O:36][N:35]=2)=[CH:24][CH:23]=1)[CH2:2][CH2:3][CH3:4].[ClH:40].C(OCC)(=O)C. The catalyst is C(OCC)(=O)C. The product is [ClH:40].[CH2:1]([C:5]1[N:10]=[C:9]([CH3:11])[N:8]([CH2:12][C:13]2[CH:17]=[C:16]([CH3:18])[N:15]([CH3:19])[N:14]=2)[C:7](=[O:20])[C:6]=1[CH2:21][C:22]1[CH:27]=[CH:26][C:25]([C:28]2[CH:33]=[CH:32][CH:31]=[CH:30][C:29]=2[C:34]2[NH:38][C:37](=[O:39])[O:36][N:35]=2)=[CH:24][CH:23]=1)[CH2:2][CH2:3][CH3:4]. The yield is 0.680. (5) The reactants are [CH:1]([C:3]1[CH:4]=[N:5][CH:6]=[CH:7][C:8]=1[NH:9]C(=O)C(C)(C)C)=[O:2]. The catalyst is Cl. The product is [NH2:9][C:8]1[CH:7]=[CH:6][N:5]=[CH:4][C:3]=1[CH:1]=[O:2]. The yield is 0.580.